Dataset: Full USPTO retrosynthesis dataset with 1.9M reactions from patents (1976-2016). Task: Predict the reactants needed to synthesize the given product. (1) Given the product [Br:13][C:8]1[CH:9]=[C:10]2[O:1][CH2:2][C@H:3]([CH2:11][OH:12])[O:4][C:5]2=[N:6][CH:7]=1.[Br:13][C:9]1[CH:8]=[CH:7][N:6]=[C:5]2[O:4][CH:3]([CH2:11][OH:12])[CH2:2][O:1][C:10]=12, predict the reactants needed to synthesize it. The reactants are: [O:1]1[C:10]2[C:5](=[N:6][CH:7]=[CH:8][CH:9]=2)[O:4][C@@H:3]([CH2:11][OH:12])[CH2:2]1.[Br:13]Br.[O-]S([O-])=O.[Na+].[Na+]. (2) Given the product [Cl:1][C:2]1[CH:7]=[C:6]([C:8](=[O:10])[CH2:35][C:33]2[CH:32]=[CH:31][N:30]=[C:29]([Cl:28])[N:34]=2)[CH:5]=[CH:4][N:3]=1, predict the reactants needed to synthesize it. The reactants are: [Cl:1][C:2]1[CH:7]=[C:6]([C:8]([OH:10])=O)[CH:5]=[CH:4][N:3]=1.C[Si](C=[N+]=[N-])(C)C.[Li+].C[Si]([N-][Si](C)(C)C)(C)C.[Cl:28][C:29]1[N:34]=[C:33]([CH3:35])[CH:32]=[CH:31][N:30]=1. (3) Given the product [O:24]=[C:21]1[CH2:22][CH2:23][C@H:19](/[CH:17]=[CH:5]/[C:4](=[O:3])[CH2:12][CH2:13][CH2:14][CH2:15][CH3:16])[N:20]1[CH2:25][CH2:26][S:27][CH2:28][CH2:29][CH2:30][C:31]([O:33][CH3:34])=[O:32], predict the reactants needed to synthesize it. The reactants are: [H-].[Na+].[O:3]=[C:4]([CH2:12][CH2:13][CH2:14][CH2:15][CH3:16])[CH2:5]P(=O)(OC)OC.[CH:17]([C@H:19]1[CH2:23][CH2:22][C:21](=[O:24])[N:20]1[CH2:25][CH2:26][S:27][CH2:28][CH2:29][CH2:30][C:31]([O:33][CH3:34])=[O:32])=O. (4) The reactants are: [C:1]([C:5]1[CH:10]=[CH:9][C:8]([C:11]2[C:19]3[N:15]([CH:16]=[CH:17][CH:18]=3)[CH2:14][CH2:13][C:12]=2[C:20](O)=[O:21])=[CH:7][CH:6]=1)([CH3:4])([CH3:3])[CH3:2].Cl.CN(C)CCCN=C=NCC.C(N(CC)CC)C.[F:42][C:43]1[CH:49]=[C:48]([F:50])[CH:47]=[CH:46][C:44]=1[NH2:45]. Given the product [C:1]([C:5]1[CH:10]=[CH:9][C:8]([C:11]2[C:19]3[N:15]([CH:16]=[CH:17][CH:18]=3)[CH2:14][CH2:13][C:12]=2[C:20]([NH:45][C:44]2[CH:46]=[CH:47][C:48]([F:50])=[CH:49][C:43]=2[F:42])=[O:21])=[CH:7][CH:6]=1)([CH3:4])([CH3:2])[CH3:3], predict the reactants needed to synthesize it. (5) Given the product [CH2:1]([N:8]1[CH2:13][CH2:12][C:11]([C:14]2[CH:19]=[CH:18][C:17]([N:20]3[CH2:24][C@H:23]([CH2:35][N:31]4[CH:32]=[CH:33][O:29][C:30]4=[O:34])[O:22][C:21]3=[O:27])=[CH:16][C:15]=2[F:28])=[CH:10][CH2:9]1)[C:2]1[CH:3]=[CH:4][CH:5]=[CH:6][CH:7]=1, predict the reactants needed to synthesize it. The reactants are: [CH2:1]([N:8]1[CH2:13][CH2:12][C:11]([C:14]2[CH:19]=[CH:18][C:17]([N:20]3[CH2:24][C@H:23](CO)[O:22][C:21]3=[O:27])=[CH:16][C:15]=2[F:28])=[CH:10][CH2:9]1)[C:2]1[CH:7]=[CH:6][CH:5]=[CH:4][CH:3]=1.[O:29]1[CH:33]=[CH:32][NH:31][C:30]1=[O:34].[CH2:35](P(CCCC)CCCC)CCC.N(C(N1CCCCC1)=O)=NC(N1CCCCC1)=O. (6) Given the product [C:18]1([CH3:21])[CH:19]=[CH:20][C:15]([N:12]2[C:11]3[CH:10]=[CH:9][CH:8]=[CH:7][C:6]=3[C:5]3[C:13]2=[CH:1][CH:2]=[CH:3][CH:4]=3)=[CH:16][CH:17]=1, predict the reactants needed to synthesize it. The reactants are: [CH:1]1[C:13]2[NH:12][C:11]3[C:6](=[CH:7][CH:8]=[CH:9][CH:10]=3)[C:5]=2[CH:4]=[CH:3][CH:2]=1.I[C:15]1[CH:20]=[CH:19][C:18]([CH3:21])=[CH:17][CH:16]=1.C(=O)([O-])[O-].[K+].[K+].C1OCCOCCOCCOCCOCCOC1. (7) Given the product [O:16]=[C:15]1[NH:14][C:4](=[O:6])[C:3]2[C:2](=[CH:10][C:9]([C:11]([OH:13])=[O:12])=[CH:8][CH:7]=2)[NH:1]1, predict the reactants needed to synthesize it. The reactants are: [NH2:1][C:2]1[CH:10]=[C:9]([C:11]([OH:13])=[O:12])[CH:8]=[CH:7][C:3]=1[C:4]([OH:6])=O.[NH2:14][C:15](N)=[O:16].